From a dataset of Full USPTO retrosynthesis dataset with 1.9M reactions from patents (1976-2016). Predict the reactants needed to synthesize the given product. Given the product [CH3:1][O:2][C:3](=[O:27])[C:4]1[CH:9]=[C:8]([O:10][CH3:11])[CH:7]=[CH:6][C:5]=1[NH:12][C:13]1[N:17]([C:18]2[CH:23]=[CH:22][CH:21]=[CH:20][C:19]=2[CH3:24])[N:16]=[C:15]([CH3:25])[C:14]=1[C:36]1[CH:37]=[CH:38][C:39]2[S:43][CH:42]=[N:41][C:40]=2[CH:44]=1, predict the reactants needed to synthesize it. The reactants are: [CH3:1][O:2][C:3](=[O:27])[C:4]1[CH:9]=[C:8]([O:10][CH3:11])[CH:7]=[CH:6][C:5]=1[NH:12][C:13]1[N:17]([C:18]2[CH:23]=[CH:22][CH:21]=[CH:20][C:19]=2[CH3:24])[N:16]=[C:15]([CH3:25])[C:14]=1Br.CC1(C)C(C)(C)OB([C:36]2[CH:37]=[CH:38][C:39]3[S:43][CH:42]=[N:41][C:40]=3[CH:44]=2)O1.C(=O)([O-])[O-].[Na+].[Na+].O.